From a dataset of Full USPTO retrosynthesis dataset with 1.9M reactions from patents (1976-2016). Predict the reactants needed to synthesize the given product. (1) Given the product [CH3:1][NH:4][C:5]1[CH:6]=[CH:7][C:8]([C:11]2[CH:12]=[C:13]3[C:18](=[CH:19][CH:20]=2)[CH:17]=[C:16]([O:21][CH2:22][CH2:23][O:24][CH2:25][CH2:26][O:27][CH2:28][CH2:29][OH:30])[CH:15]=[CH:14]3)=[CH:9][CH:10]=1, predict the reactants needed to synthesize it. The reactants are: [CH3:1][O-].[Na+].[NH2:4][C:5]1[CH:10]=[CH:9][C:8]([C:11]2[CH:12]=[C:13]3[C:18](=[CH:19][CH:20]=2)[CH:17]=[C:16]([O:21][CH2:22][CH2:23][O:24][CH2:25][CH2:26][O:27][CH2:28][CH2:29][OH:30])[CH:15]=[CH:14]3)=[CH:7][CH:6]=1.C=O.[BH4-].[Na+]. (2) Given the product [F:1][C:2]1[C:7]([O:8][CH2:9][CH2:10][CH2:11][CH2:12][N:13]2[CH2:18][CH2:17][CH2:16][CH2:15][CH2:14]2)=[CH:6][C:5]2[N:19]=[C:35]([C:25]3[C:24]([N+:21]([O-:23])=[O:22])=[CH:28][N:27]([CH:29]4[CH2:34][CH2:33][CH2:32][CH2:31][O:30]4)[N:26]=3)[NH:20][C:4]=2[CH:3]=1, predict the reactants needed to synthesize it. The reactants are: [F:1][C:2]1[CH:3]=[C:4]([NH2:20])[C:5]([NH2:19])=[CH:6][C:7]=1[O:8][CH2:9][CH2:10][CH2:11][CH2:12][N:13]1[CH2:18][CH2:17][CH2:16][CH2:15][CH2:14]1.[N+:21]([C:24]1[C:25]([CH:35]=O)=[N:26][N:27]([CH:29]2[CH2:34][CH2:33][CH2:32][CH2:31][O:30]2)[CH:28]=1)([O-:23])=[O:22]. (3) Given the product [CH:24]1[C:25]2[CH:26]([CH2:28][O:29][C:30](=[O:31])[NH:32][C@H:33]([C:34](=[O:35])[N:8]([CH2:1][C:2]3[CH:7]=[CH:6][CH:5]=[CH:4][CH:3]=3)[CH:9]3[CH2:10][CH2:11][CH2:12][CH2:13][CH2:14]3)[CH2:37][C:38]3[C:46]4[C:41](=[CH:42][CH:43]=[CH:44][CH:45]=4)[NH:40][CH:39]=3)[C:27]3[C:19](=[CH:18][CH:17]=[CH:16][CH:15]=3)[C:20]=2[CH:21]=[CH:22][CH:23]=1, predict the reactants needed to synthesize it. The reactants are: [CH2:1]([NH:8][CH:9]1[CH2:14][CH2:13][CH2:12][CH2:11][CH2:10]1)[C:2]1[CH:7]=[CH:6][CH:5]=[CH:4][CH:3]=1.[CH:15]1[C:27]2[CH:26]([CH2:28][O:29][C:30]([NH:32][C@@H:33]([CH2:37][C:38]3[C:46]4[C:41](=[CH:42][CH:43]=[CH:44][CH:45]=4)[NH:40][CH:39]=3)[C:34](O)=[O:35])=[O:31])[C:25]3[C:20](=[CH:21][CH:22]=[CH:23][CH:24]=3)[C:19]=2[CH:18]=[CH:17][CH:16]=1. (4) Given the product [C:16]([O:15][C:13]([NH:1][C:2]1([C:8]([OH:10])=[O:9])[CH2:7][CH2:6][CH2:5][CH2:4][CH2:3]1)=[O:14])([CH3:19])([CH3:18])[CH3:17], predict the reactants needed to synthesize it. The reactants are: [NH2:1][C:2]1([C:8]([OH:10])=[O:9])[CH2:7][CH2:6][CH2:5][CH2:4][CH2:3]1.[OH-].[Na+].[C:13](O[C:13]([O:15][C:16]([CH3:19])([CH3:18])[CH3:17])=[O:14])([O:15][C:16]([CH3:19])([CH3:18])[CH3:17])=[O:14]. (5) Given the product [Cl:10][C:11]1[CH:12]=[C:13]2[C:14]([CH2:17][C:5]3([C@H:20]4[C@H:21]([CH3:26])[O:22][C@H:23]([CH3:25])[CH2:24][N:19]42)[C:4](=[O:8])[NH:3][C:2](=[O:9])[NH:1][C:6]3=[O:7])=[CH:15][N:16]=1, predict the reactants needed to synthesize it. The reactants are: [NH:1]1[C:6](=[O:7])[CH2:5][C:4](=[O:8])[NH:3][C:2]1=[O:9].[Cl:10][C:11]1[N:16]=[CH:15][C:14]([CH:17]=O)=[C:13]([N:19]2[CH2:24][C@H:23]([CH3:25])[O:22][C@H:21]([CH3:26])[CH2:20]2)[CH:12]=1. (6) Given the product [CH3:15][S:14][C:10]1[N:9]=[C:8]([C:7]2[C:2]([O:23][C:20]3[CH:21]=[CH:22][C:17]([NH2:16])=[CH:18][CH:19]=3)=[N:3][CH:4]=[CH:5][CH:6]=2)[CH:13]=[CH:12][N:11]=1, predict the reactants needed to synthesize it. The reactants are: Cl[C:2]1[C:7]([C:8]2[CH:13]=[CH:12][N:11]=[C:10]([S:14][CH3:15])[N:9]=2)=[CH:6][CH:5]=[CH:4][N:3]=1.[NH2:16][C:17]1[CH:22]=[CH:21][C:20]([OH:23])=[CH:19][CH:18]=1.C(=O)([O-])[O-].[Cs+].[Cs+]. (7) Given the product [NH:26]1[C:27]2[C:32](=[CH:31][CH:30]=[CH:29][CH:28]=2)[C:24]([C:7]2[C:6]3[C:5]([C:3]([OH:4])=[O:2])=[CH:13][CH:12]=[CH:11][C:10]=3[NH:9][CH:8]=2)=[CH:25]1, predict the reactants needed to synthesize it. The reactants are: C[O:2][C:3]([C:5]1[C:6]2[C:7]([C:24]3[C:32]4[C:27](=[CH:28][CH:29]=[CH:30][CH:31]=4)[N:26](S(C4C=CC(C)=CC=4)(=O)=O)[CH:25]=3)=[CH:8][N:9](S(C3C=CC(C)=CC=3)(=O)=O)[C:10]=2[CH:11]=[CH:12][CH:13]=1)=[O:4].[Li+].[OH-]. (8) Given the product [CH3:16][O:17][C:18]([C:20]1[CH:21]=[N:22][N:23]2[CH:28]=[C:27]([C:29]3[C:30]([F:36])=[CH:31][CH:32]=[CH:33][C:34]=3[F:35])[C:26]([C:37]3[CH:38]=[CH:39][C:40]([CH2:43][N:1]4[CH2:4][CH:3]([C:5]5[N:6]=[C:7]([C:10]6[CH:15]=[CH:14][CH:13]=[CH:12][N:11]=6)[NH:8][N:9]=5)[CH2:2]4)=[CH:41][CH:42]=3)=[N:25][C:24]=12)=[O:19], predict the reactants needed to synthesize it. The reactants are: [NH:1]1[CH2:4][CH:3]([C:5]2[NH:9][N:8]=[C:7]([C:10]3[CH:15]=[CH:14][CH:13]=[CH:12][N:11]=3)[N:6]=2)[CH2:2]1.[CH3:16][O:17][C:18]([C:20]1[CH:21]=[N:22][N:23]2[CH:28]=[C:27]([C:29]3[C:34]([F:35])=[CH:33][CH:32]=[CH:31][C:30]=3[F:36])[C:26]([C:37]3[CH:42]=[CH:41][C:40]([CH:43]=O)=[CH:39][CH:38]=3)=[N:25][C:24]=12)=[O:19]. (9) Given the product [C:1]([O:4][C@@H:5]1[C@@H:18]([O:19][C:20](=[O:22])[CH3:21])[C@H:17]([O:23][C:24](=[O:26])[CH3:25])[CH2:16][S:15][C@H:6]1[O:7][C:8]1[CH:13]=[CH:12][N:11]=[C:10]([C:30]2[CH:31]=[CH:32][N:27]=[CH:28][CH:29]=2)[CH:9]=1)(=[O:3])[CH3:2], predict the reactants needed to synthesize it. The reactants are: [C:1]([O:4][C@@H:5]1[C@@H:18]([O:19][C:20](=[O:22])[CH3:21])[C@H:17]([O:23][C:24](=[O:26])[CH3:25])[CH2:16][S:15][C@H:6]1[O:7][C:8]1[CH:13]=[CH:12][N:11]=[C:10](Br)[CH:9]=1)(=[O:3])[CH3:2].[N:27]1[CH:32]=[CH:31][C:30](B(O)O)=[CH:29][CH:28]=1.